The task is: Predict the product of the given reaction.. This data is from Forward reaction prediction with 1.9M reactions from USPTO patents (1976-2016). (1) Given the reactants Cl.[NH:2]1[CH2:7][CH2:6][CH:5]([O:8][C:9]2[CH:10]=[C:11]3[C:16](=[CH:17][CH:18]=2)[CH:15]=[N:14][CH:13]=[CH:12]3)[CH2:4][CH2:3]1.C(N(CC)CC)C.[Cl:26][C:27]1[CH:32]=[CH:31][N:30]=[CH:29][N:28]=1, predict the reaction product. The product is: [ClH:26].[N:28]1[CH:27]=[CH:32][CH:31]=[N:30][C:29]=1[N:2]1[CH2:7][CH2:6][CH:5]([O:8][C:9]2[CH:10]=[C:11]3[C:16](=[CH:17][CH:18]=2)[CH:15]=[N:14][CH:13]=[CH:12]3)[CH2:4][CH2:3]1. (2) The product is: [Br:1][CH2:2][C:3](=[O:8])[CH2:4][C:5]([N:10]1[C:18]2[C:13](=[CH:14][C:15]([NH:19][C:20]([C:22]3[C:23]([C:28]4[CH:29]=[CH:30][C:31]([CH3:34])=[CH:32][CH:33]=4)=[CH:24][CH:25]=[CH:26][CH:27]=3)=[O:21])=[CH:16][CH:17]=2)[CH2:12][CH2:11]1)=[O:6]. Given the reactants [Br:1][CH2:2][C:3](=[O:8])[CH2:4][C:5](Br)=[O:6].Cl.[NH:10]1[C:18]2[C:13](=[CH:14][C:15]([NH:19][C:20]([C:22]3[C:23]([C:28]4[CH:33]=[CH:32][C:31]([CH3:34])=[CH:30][CH:29]=4)=[CH:24][CH:25]=[CH:26][CH:27]=3)=[O:21])=[CH:16][CH:17]=2)[CH2:12][CH2:11]1.C(N(CC)CC)C.C(OCC)(=O)C, predict the reaction product. (3) Given the reactants [C:1]([C:5]1[CH:6]=[C:7]([NH:31][S:32]([CH3:35])(=[O:34])=[O:33])[C:8]([O:29][CH3:30])=[C:9]([NH:11][C:12](=[O:28])[C:13]2[CH:18]=[CH:17][C:16]([CH3:19])=[C:15]([O:20][C:21]3[CH:26]=[CH:25][N:24]=[C:23](Cl)[N:22]=3)[CH:14]=2)[CH:10]=1)([CH3:4])([CH3:3])[CH3:2].[CH3:36][NH2:37], predict the reaction product. The product is: [C:1]([C:5]1[CH:6]=[C:7]([NH:31][S:32]([CH3:35])(=[O:34])=[O:33])[C:8]([O:29][CH3:30])=[C:9]([NH:11][C:12](=[O:28])[C:13]2[CH:18]=[CH:17][C:16]([CH3:19])=[C:15]([O:20][C:21]3[CH:26]=[CH:25][N:24]=[C:23]([NH:37][CH3:36])[N:22]=3)[CH:14]=2)[CH:10]=1)([CH3:4])([CH3:3])[CH3:2]. (4) Given the reactants Br[C:2]1[CH:18]=[CH:17][C:5]([O:6][CH:7]([CH3:16])[CH2:8][NH:9][S:10]([CH:13]([CH3:15])[CH3:14])(=[O:12])=[O:11])=[CH:4][CH:3]=1.[Cl:19][C:20]1[CH:25]=[CH:24][CH:23]=[CH:22][C:21]=1B(O)O.C(=O)([O-])[O-].[Na+].[Na+], predict the reaction product. The product is: [Cl:19][C:20]1[CH:25]=[CH:24][CH:23]=[CH:22][C:21]=1[C:2]1[CH:18]=[CH:17][C:5]([O:6][CH:7]([CH3:16])[CH2:8][NH:9][S:10]([CH:13]([CH3:15])[CH3:14])(=[O:12])=[O:11])=[CH:4][CH:3]=1. (5) Given the reactants [Cl:1][C:2]1[CH:3]=[CH:4][C:5]([N+:11]([O-:13])=[O:12])=[C:6]([CH:10]=1)[C:7]([OH:9])=[O:8].[CH2:14](OC(C1C(N)SC2=CC=CC=12)=O)C.S(Cl)(Cl)=O, predict the reaction product. The product is: [CH3:14][O:8][C:7](=[O:9])[C:6]1[CH:10]=[C:2]([Cl:1])[CH:3]=[CH:4][C:5]=1[N+:11]([O-:13])=[O:12]. (6) The product is: [S:26]([OH:30])([OH:29])(=[O:28])=[O:27].[CH3:1][N:2]([C@H:17]([CH3:25])[CH2:18][C:19]1[CH:20]=[CH:21][CH:22]=[CH:23][CH:24]=1)[C:3](=[O:16])[O:4][C:5]1[CH:10]=[CH:9][CH:8]=[C:7]([C@@H:11]([N:13]([CH3:14])[CH3:15])[CH3:12])[CH:6]=1. Given the reactants [CH3:1][N:2]([C@H:17]([CH3:25])[CH2:18][C:19]1[CH:24]=[CH:23][CH:22]=[CH:21][CH:20]=1)[C:3](=[O:16])[O:4][C:5]1[CH:10]=[CH:9][CH:8]=[C:7]([C@@H:11]([N:13]([CH3:15])[CH3:14])[CH3:12])[CH:6]=1.[S:26](=[O:30])(=[O:29])([OH:28])[OH:27], predict the reaction product. (7) Given the reactants [NH2:1][C:2]1[CH:10]=[CH:9][C:5]([CH2:6][C:7]#[N:8])=[CH:4][CH:3]=1.[Cl:11][C:12]1[C:17]([Cl:18])=[CH:16][CH:15]=[CH:14][C:13]=1[S:19](Cl)(=[O:21])=[O:20], predict the reaction product. The product is: [Cl:11][C:12]1[C:17]([Cl:18])=[CH:16][CH:15]=[CH:14][C:13]=1[S:19]([NH:1][C:2]1[CH:10]=[CH:9][C:5]([CH2:6][C:7]#[N:8])=[CH:4][CH:3]=1)(=[O:21])=[O:20]. (8) Given the reactants [Cl:1][C:2]1[CH:7]=[C:6]([CH2:8][OH:9])[CH:5]=[CH:4][C:3]=1[CH2:10][S:11]([NH2:14])(=[O:13])=[O:12].CCN(CC)CC, predict the reaction product. The product is: [Cl:1][C:2]1[CH:7]=[C:6]([CH:8]=[O:9])[CH:5]=[CH:4][C:3]=1[CH2:10][S:11]([NH2:14])(=[O:12])=[O:13].